The task is: Predict the product of the given reaction.. This data is from Forward reaction prediction with 1.9M reactions from USPTO patents (1976-2016). Given the reactants [C:1]1([CH:7]([C:10]2[CH:15]=[CH:14][CH:13]=[CH:12][CH:11]=2)[CH:8]=O)[CH:6]=[CH:5][CH:4]=[CH:3][CH:2]=1.Cl.[NH2:17][OH:18].[OH-].[Na+], predict the reaction product. The product is: [C:1]1([CH:7]([C:10]2[CH:15]=[CH:14][CH:13]=[CH:12][CH:11]=2)[CH:8]=[N:17][OH:18])[CH:6]=[CH:5][CH:4]=[CH:3][CH:2]=1.